Dataset: Full USPTO retrosynthesis dataset with 1.9M reactions from patents (1976-2016). Task: Predict the reactants needed to synthesize the given product. (1) Given the product [CH3:8][N:5]1[CH2:6][C:2](=[O:1])[N:3]([CH3:10])[C:4]1=[O:9], predict the reactants needed to synthesize it. The reactants are: [OH:1][CH:2]1[CH:6](O)[N:5]([CH3:8])[C:4](=[O:9])[N:3]1[CH3:10].S(=O)(=O)(O)O. (2) Given the product [BrH:21].[Cl:1][C:2]1[CH:10]=[C:9]2[C:5](=[CH:4][CH:3]=1)[NH:6][CH2:7][CH2:8]2, predict the reactants needed to synthesize it. The reactants are: [Cl:1][C:2]1[CH:3]=[C:4]2[C:8](=[CH:9][CH:10]=1)[CH2:7][N:6](S(C1C=CC(C)=CC=1)(=O)=O)[CH2:5]2.[BrH:21]. (3) Given the product [C:30]([C:29]1[CH:28]=[CH:27][C:26]([CH:23]2[CH2:24][CH2:25][N:20]([C:9]([C:8]3[C:7]([CH3:18])=[CH:6][C:5]([CH:1]4[CH2:2][CH2:3][CH2:4]4)=[C:13]([CH:12]=3)[C:14]([O:16][CH3:17])=[O:15])=[O:11])[CH2:21][CH2:22]2)=[CH:33][CH:32]=1)#[N:31], predict the reactants needed to synthesize it. The reactants are: [CH:1]1([C:5]2[C:13]([C:14]([O:16][CH3:17])=[O:15])=[CH:12][C:8]([C:9]([OH:11])=O)=[C:7]([CH3:18])[CH:6]=2)[CH2:4][CH2:3][CH2:2]1.Cl.[NH:20]1[CH2:25][CH2:24][CH:23]([C:26]2[CH:33]=[CH:32][C:29]([C:30]#[N:31])=[CH:28][CH:27]=2)[CH2:22][CH2:21]1.CCN=C=NCCCN(C)C.Cl. (4) Given the product [F:19][C:20]([F:34])([F:35])[C:21]1[CH:29]=[C:28]([C:30]([F:33])([F:31])[F:32])[CH:27]=[CH:26][C:22]=1[CH2:23][O:24][N:25]=[CH:16][C:4]1[CH:3]=[C:2]([Cl:1])[CH:7]=[CH:6][C:5]=1[NH:8][S:9]([C:12]([F:13])([F:14])[F:15])(=[O:10])=[O:11], predict the reactants needed to synthesize it. The reactants are: [Cl:1][C:2]1[CH:7]=[CH:6][C:5]([NH:8][S:9]([C:12]([F:15])([F:14])[F:13])(=[O:11])=[O:10])=[C:4]([CH:16]=O)[CH:3]=1.Cl.[F:19][C:20]([F:35])([F:34])[C:21]1[CH:29]=[C:28]([C:30]([F:33])([F:32])[F:31])[CH:27]=[CH:26][C:22]=1[CH2:23][O:24][NH2:25].CC([O-])=O.[Na+]. (5) Given the product [C:15]([O:1][CH:2]1[CH2:7][CH2:6][S:5][CH2:4][CH2:3]1)(=[O:19])[C:16]([CH3:18])=[CH2:17], predict the reactants needed to synthesize it. The reactants are: [OH:1][CH:2]1[CH2:7][CH2:6][S:5][CH2:4][CH2:3]1.C(N(CC)CC)C.[C:15](Cl)(=[O:19])[C:16]([CH3:18])=[CH2:17]. (6) Given the product [C:5]([O:4][C:1]1[CH:13]=[CH:14][C:9]([F:8])=[C:10]([C:16]2[CH:17]=[N:18][C:19]([N:22]3[C:30]4[C:25](=[CH:26][CH:27]=[C:28]([C:31]([N:33]5[CH2:38][CH2:37][O:36][CH2:35][CH2:34]5)=[O:32])[CH:29]=4)[C:24]([S:39]([CH3:41])=[O:40])=[CH:23]3)=[N:20][CH:21]=2)[CH:2]=1)(=[O:7])[CH3:6], predict the reactants needed to synthesize it. The reactants are: [C:1]([O:4][C:5](=[O:7])[CH3:6])(=O)[CH3:2].[F:8][C:9]1[CH:14]=[CH:13]C(O)=C[C:10]=1[C:16]1[CH:17]=[N:18][C:19]([N:22]2[C:30]3[C:25](=[CH:26][CH:27]=[C:28]([C:31]([N:33]4[CH2:38][CH2:37][O:36][CH2:35][CH2:34]4)=[O:32])[CH:29]=3)[C:24]([S:39]([CH3:41])=[O:40])=[CH:23]2)=[N:20][CH:21]=1. (7) The reactants are: [CH3:1][C:2]1([CH3:28])[C:11](=O)[C:10]([CH3:14])([CH3:13])[C:9]2[C:4](=[C:5]3[CH2:27][CH2:26][CH2:25][C:6]3=[C:7]([C:15]3[CH:24]=[CH:23][CH:22]=[C:21]4[C:16]=3[CH:17]=[CH:18][CH:19]=[N:20]4)[CH:8]=2)[NH:3]1.[CH3:29]C1C(C2C=C3C(=C4CCCC=24)NC(C)(C)C(=C)C3(C)C)=C(C)ON=1. Given the product [CH3:1][C:2]1([CH3:28])[C:11](=[CH2:29])[C:10]([CH3:14])([CH3:13])[C:9]2[C:4](=[C:5]3[CH2:27][CH2:26][CH2:25][C:6]3=[C:7]([C:15]3[CH:24]=[CH:23][CH:22]=[C:21]4[C:16]=3[CH:17]=[CH:18][CH:19]=[N:20]4)[CH:8]=2)[NH:3]1, predict the reactants needed to synthesize it.